From a dataset of Peptide-MHC class I binding affinity with 185,985 pairs from IEDB/IMGT. Regression. Given a peptide amino acid sequence and an MHC pseudo amino acid sequence, predict their binding affinity value. This is MHC class I binding data. (1) The peptide sequence is HHIPNGVVW. The MHC is HLA-B44:02 with pseudo-sequence HLA-B44:02. The binding affinity (normalized) is 0.0847. (2) The peptide sequence is AHVIQKIGK. The MHC is Mamu-A20102 with pseudo-sequence YYSEYEQRVGHTFVSNLYIRYESYTWAVHTYESY. The binding affinity (normalized) is 0.161. (3) The peptide sequence is HFQKDAKVL. The MHC is HLA-B08:02 with pseudo-sequence HLA-B08:02. The binding affinity (normalized) is 0.0847. (4) The MHC is H-2-Kd with pseudo-sequence H-2-Kd. The binding affinity (normalized) is 0. The peptide sequence is EYRHYQYSF. (5) The peptide sequence is QQVPFCSHHF. The MHC is HLA-B44:03 with pseudo-sequence HLA-B44:03. The binding affinity (normalized) is 0.482. (6) The peptide sequence is LMMATIGIA. The MHC is HLA-A02:03 with pseudo-sequence HLA-A02:03. The binding affinity (normalized) is 1.00.